Dataset: Reaction yield outcomes from USPTO patents with 853,638 reactions. Task: Predict the reaction yield, written as a fraction of the theoretical maximum amount of product (1.0 means a 100% yield; for example, 0.34 means a 34% yield). (1) The reactants are C(OC([N:8]1[CH2:13][CH2:12][CH:11]([O:14][C:15]2[CH:23]=[CH:22][C:21]3[N:20]4[CH2:24][CH2:25][NH:26][C:27](=[O:28])[C:19]4=[CH:18][C:17]=3[CH:16]=2)[CH2:10][CH2:9]1)=O)(C)(C)C.FC(F)(F)C(O)=O. The catalyst is ClCCl. The product is [NH:8]1[CH2:9][CH2:10][CH:11]([O:14][C:15]2[CH:23]=[CH:22][C:21]3[N:20]4[CH2:24][CH2:25][NH:26][C:27](=[O:28])[C:19]4=[CH:18][C:17]=3[CH:16]=2)[CH2:12][CH2:13]1. The yield is 0.420. (2) The reactants are OC(C1C=CC(C2C(=O)OC3C(C=2)=CC2CCCN4CCCC=3C=24)=CC=1)C.OC1C=CC=C2C=1C=CC=N2.[C:39]([C:42]1[C:55]2[C:46](=[CH:47][C:48]3[NH:49][CH2:50][CH2:51][CH2:52][C:53]=3[CH:54]=2)[O:45][C:44](=[O:56])[CH:43]=1)(=[O:41])[CH3:40]. No catalyst specified. The product is [C:39]([C:42]1[C:55]2[C:54](=[C:53]3[C:48](=[CH:47][CH:46]=2)[NH:49][CH2:50][CH2:51][CH2:52]3)[O:45][C:44](=[O:56])[CH:43]=1)(=[O:41])[CH3:40]. The yield is 0.260. (3) The reactants are [CH3:1][O:2][CH2:3][CH2:4][CH:5]([N:10]1[CH:14]=[CH:13][CH:12]=[N:11]1)[C:6]([O:8]C)=[O:7].[OH-].[K+].Cl. The catalyst is CO.O. The product is [CH3:1][O:2][CH2:3][CH2:4][CH:5]([N:10]1[CH:14]=[CH:13][CH:12]=[N:11]1)[C:6]([OH:8])=[O:7]. The yield is 0.950. (4) The yield is 0.710. The reactants are [Cl:1][C:2]1[N:7]=[C:6](Cl)[C:5]([F:9])=[CH:4][N:3]=1.[C:10]1([NH2:17])[CH:15]=[CH:14][CH:13]=[CH:12][C:11]=1[NH2:16].CCN(C(C)C)C(C)C. The product is [Cl:1][C:2]1[N:7]=[C:6]([NH:16][C:11]2[C:10]([NH2:17])=[CH:15][CH:14]=[CH:13][CH:12]=2)[C:5]([F:9])=[CH:4][N:3]=1. The catalyst is C(O)CCC. (5) The reactants are [CH3:1][O:2][C:3]1[CH:4]=[C:5]2[C:10](=[CH:11][CH:12]=1)[CH:9]([CH2:13][C:14]1[CH:19]=[CH:18][C:17]([O:20][CH2:21][C:22]3[CH:27]=[CH:26][CH:25]=[CH:24][CH:23]=3)=[CH:16][CH:15]=1)[NH:8][CH2:7][CH2:6]2.[F:28][C:29]1[CH:37]=[CH:36][C:32]([C:33](Cl)=[O:34])=[CH:31][CH:30]=1. No catalyst specified. The product is [F:28][C:29]1[CH:37]=[CH:36][C:32]([C:33]([N:8]2[CH2:7][CH2:6][C:5]3[C:10](=[CH:11][CH:12]=[C:3]([O:2][CH3:1])[CH:4]=3)[CH:9]2[CH2:13][C:14]2[CH:19]=[CH:18][C:17]([O:20][CH2:21][C:22]3[CH:27]=[CH:26][CH:25]=[CH:24][CH:23]=3)=[CH:16][CH:15]=2)=[O:34])=[CH:31][CH:30]=1. The yield is 0.820. (6) The reactants are [Cl:1][C:2]1[CH:3]=[N:4][C:5]2[C:10]([CH:11]=1)=[CH:9][C:8]([CH2:12][C:13]1[CH:14]=[C:15]([CH:19]=[CH:20][N:21]=1)[C:16]([OH:18])=O)=[CH:7][C:6]=2[C:22]#[N:23].C1C=CC2N(O)N=[N:30][C:28]=2C=1.CCN=C=NCCCN(C)C.CCN(CC)CC.[Cl:52][C:53]1[CH:54]=[C:55]2[C:59](=[CH:60][CH:61]=1)[NH:58][N:57]=[C:56]2NC. The catalyst is C(Cl)Cl.O. The product is [Cl:1][C:2]1[CH:3]=[N:4][C:5]2[C:10]([CH:11]=1)=[CH:9][C:8]([CH2:12][C:13]1[CH:14]=[C:15]([CH:19]=[CH:20][N:21]=1)[C:16]([NH:30][CH2:28][C:56]1[C:55]3[C:59](=[CH:60][CH:61]=[C:53]([Cl:52])[CH:54]=3)[NH:58][N:57]=1)=[O:18])=[CH:7][C:6]=2[C:22]#[N:23]. The yield is 0.340. (7) The reactants are Cl.[OH:2][C@@H:3]([C@H:5]1[C:47](=[O:48])[N:7]2[C:8]([C:34]([O:36]CC3C=CC([N+]([O-])=O)=CC=3)=[O:35])=[C:9]([S:12][C@@H:13]3[CH2:17][N:16]([CH3:18])[C@H:15]([C:19]([N:21]4[CH2:25][CH2:24][C@H:23]([NH:26][C:27](=[O:33])[CH2:28][NH:29][C:30]([NH2:32])=[NH:31])[CH2:22]4)=[O:20])[CH2:14]3)[C@H:10]([CH3:11])[C@H:6]12)[CH3:4].C(=O)([O-])O.[Na+]. The catalyst is O.[C].[Pd]. The product is [OH:2][C@@H:3]([C@H:5]1[C:47](=[O:48])[N:7]2[C:8]([C:34]([OH:36])=[O:35])=[C:9]([S:12][C@@H:13]3[CH2:17][N:16]([CH3:18])[C@H:15]([C:19]([N:21]4[CH2:25][CH2:24][C@H:23]([NH:26][C:27](=[O:33])[CH2:28][NH:29][C:30]([NH2:32])=[NH:31])[CH2:22]4)=[O:20])[CH2:14]3)[C@H:10]([CH3:11])[C@H:6]12)[CH3:4]. The yield is 0.818. (8) The reactants are [NH2:1][C:2]1[CH:3]=[C:4]2[C:8](=[CH:9][CH:10]=1)[C:7](=[C:11]1[C:19]3[C:14](=[CH:15][CH:16]=[C:17]([Cl:20])[CH:18]=3)[NH:13][C:12]1=[O:21])[O:6][CH2:5]2.[Br:22][CH2:23][C:24](O[C:24](=[O:25])[CH2:23][Br:22])=[O:25].C(=O)([O-])[O-].[K+].[K+].O. The catalyst is C1COCC1. The product is [Br:22][CH2:23][C:24]([NH:1][C:2]1[CH:3]=[C:4]2[C:8](=[CH:9][CH:10]=1)[C:7](=[C:11]1[C:19]3[C:14](=[CH:15][CH:16]=[C:17]([Cl:20])[CH:18]=3)[NH:13][C:12]1=[O:21])[O:6][CH2:5]2)=[O:25]. The yield is 0.910.